From a dataset of Full USPTO retrosynthesis dataset with 1.9M reactions from patents (1976-2016). Predict the reactants needed to synthesize the given product. Given the product [C:8]([C:7]1[C:2]([NH:1][C:29](=[O:30])[CH2:28][O:27][CH3:26])=[N:3][C:4]([O:19][CH2:20][CH:21]([F:23])[F:22])=[C:5]([C:17]#[N:18])[C:6]=1[C:10]1[CH:15]=[CH:14][CH:13]=[CH:12][C:11]=1[F:16])#[N:9], predict the reactants needed to synthesize it. The reactants are: [NH2:1][C:2]1[C:7]([C:8]#[N:9])=[C:6]([C:10]2[CH:15]=[CH:14][CH:13]=[CH:12][C:11]=2[F:16])[C:5]([C:17]#[N:18])=[C:4]([O:19][CH2:20][CH:21]([F:23])[F:22])[N:3]=1.[H-].[Na+].[CH3:26][O:27][CH2:28][C:29](Cl)=[O:30].[OH-].[Na+].